From a dataset of Full USPTO retrosynthesis dataset with 1.9M reactions from patents (1976-2016). Predict the reactants needed to synthesize the given product. Given the product [CH:1]([NH:4][C:5]1[N:13]=[C:12]([C:14]([F:17])([F:16])[F:15])[CH:11]=[CH:10][C:6]=1[C:7]([NH:53][C:49]([CH3:50])([C:51]#[CH:52])[CH3:48])=[O:9])([CH3:2])[CH3:3], predict the reactants needed to synthesize it. The reactants are: [CH:1]([NH:4][C:5]1[N:13]=[C:12]([C:14]([F:17])([F:16])[F:15])[CH:11]=[CH:10][C:6]=1[C:7]([OH:9])=O)([CH3:3])[CH3:2].CCN=C=NCCCN(C)C.C1C=CC2N(O)N=NC=2C=1.CCN(C(C)C)C(C)C.[CH3:48][C:49]([NH2:53])([C:51]#[CH:52])[CH3:50].